This data is from Forward reaction prediction with 1.9M reactions from USPTO patents (1976-2016). The task is: Predict the product of the given reaction. (1) Given the reactants [NH2:1][CH:2]([CH2:26][C:27]1[CH:32]=[CH:31][C:30]([C:33](=[O:40])[C:34]2[CH:39]=[CH:38][CH:37]=[CH:36][CH:35]=2)=[CH:29][CH:28]=1)[C:3]([NH:5][CH2:6][C:7]1[CH:12]=[CH:11][CH:10]=[C:9]([CH:13]([C:20]2[CH:25]=[CH:24][CH:23]=[CH:22][N:21]=2)[CH2:14][C:15]2[NH:16][CH2:17][CH2:18][N:19]=2)[CH:8]=1)=[O:4].C1C(=O)N([O:48][C:49]([CH2:51][CH2:52][CH2:53][CH2:54][C@@H:55]2[S:59][CH2:58][C@@H:57]3[NH:60][C:61]([NH:63][C@H:56]23)=[O:62])=O)C(=O)C1.P([O-])([O-])([O-])=O, predict the reaction product. The product is: [C:33]([C:30]1[CH:29]=[CH:28][C:27]([CH2:26][CH:2]([NH:1][C:49](=[O:48])[CH2:51][CH2:52][CH2:53][CH2:54][CH:55]2[CH:56]3[NH:63][C:61](=[O:62])[NH:60][CH:57]3[CH2:58][S:59]2)[C:3](=[O:4])[NH:5][CH2:6][C:7]2[CH:12]=[CH:11][CH:10]=[C:9]([CH:13]([C:20]3[CH:25]=[CH:24][CH:23]=[CH:22][N:21]=3)[CH2:14][C:15]3[NH:16][CH2:17][CH2:18][N:19]=3)[CH:8]=2)=[CH:32][CH:31]=1)(=[O:40])[C:34]1[CH:39]=[CH:38][CH:37]=[CH:36][CH:35]=1. (2) Given the reactants Br[C:2]1[CH:3]=[N:4][C:5]2[C:10]([CH:11]=1)=[CH:9][C:8]([CH2:12][C:13]([O:15][CH3:16])=[O:14])=[CH:7][CH:6]=2.[C@H:17]12[CH2:23][C@H:20]([NH:21][CH2:22]1)[CH2:19][N:18]2[C:24](OC(C)(C)C)=O.CC1(C)C2C(=C(P(C3C=CC=CC=3)C3C=CC=CC=3)C=CC=2)OC2C(P(C3C=CC=CC=3)C3C=CC=CC=3)=CC=CC1=2.C(O[Na])(C)(C)C, predict the reaction product. The product is: [CH3:16][O:15][C:13](=[O:14])[CH2:12][C:8]1[CH:9]=[C:10]2[C:5](=[CH:6][CH:7]=1)[N:4]=[CH:3][C:2]([N:21]1[CH2:22][C@@H:17]3[CH2:23][C@H:20]1[CH2:19][N:18]3[CH3:24])=[CH:11]2. (3) Given the reactants [CH3:1][C:2]([C:6]1[CH:11]=[CH:10][CH:9]=[CH:8][CH:7]=1)([CH3:5])[C:3]#N.[H-].C([Al+]CC(C)C)C(C)C.[OH2:22].Cl, predict the reaction product. The product is: [CH3:1][C:2]([C:6]1[CH:11]=[CH:10][CH:9]=[CH:8][CH:7]=1)([CH3:5])[CH:3]=[O:22].